Dataset: Catalyst prediction with 721,799 reactions and 888 catalyst types from USPTO. Task: Predict which catalyst facilitates the given reaction. (1) Reactant: [Cl:1][C:2]1[CH:3]=[C:4]([C:8]#[C:9][C:10]2[NH:11][O:12][CH:13]3[NH:17][CH2:16][CH2:15][C:14]=23)[CH:5]=[CH:6][CH:7]=1.[S:18]1[CH:22]=[C:21]([C:23](Cl)=[O:24])[N:20]=[CH:19]1. Product: [Cl:1][C:2]1[CH:3]=[C:4]([C:8]#[C:9][C:10]2[CH:14]3[CH2:15][CH2:16][N:17]([C:23]([C:21]4[N:20]=[CH:19][S:18][CH:22]=4)=[O:24])[CH:13]3[O:12][N:11]=2)[CH:5]=[CH:6][CH:7]=1. The catalyst class is: 2. (2) The catalyst class is: 4. Product: [F:42][C:39]([F:40])([F:41])[C:38](=[O:43])[CH2:51][CH2:50][CH2:49][CH2:48][CH2:47][NH:46][C:1](=[O:2])[O:3][CH2:4][CH:5]1[C:17]2[CH:16]=[CH:15][CH:14]=[CH:13][C:12]=2[C:11]2[C:6]1=[CH:7][CH:8]=[CH:9][CH:10]=2. Reactant: [C:1](C(CCCCN)C(O)=O)([O:3][CH2:4][CH:5]1[C:17]2[C:12](=[CH:13][CH:14]=[CH:15][CH:16]=2)[C:11]2[C:6]1=[CH:7][CH:8]=[CH:9][CH:10]=2)=[O:2].C(Cl)(=O)C(Cl)=O.[F:40][C:39]([F:42])([F:41])[C:38](O[C:38](=[O:43])[C:39]([F:42])([F:41])[F:40])=[O:43].[N:46]1[CH:51]=[CH:50][CH:49]=[CH:48][CH:47]=1. (3) Reactant: CSC.B.[NH2:5][C@H:6]1[CH2:11][CH2:10][C@H:9]([CH:12]2[O:25][C:24]3[C:23]4[C:18](=[CH:19][CH:20]=[C:21]([O:26][CH3:27])[N:22]=4)[N:17]=[CH:16][C:15]=3[NH:14][C:13]2=O)[CH2:8][CH2:7]1.ClCCl.CO. Product: [CH3:27][O:26][C:21]1[N:22]=[C:23]2[C:18](=[CH:19][CH:20]=1)[N:17]=[CH:16][C:15]1[NH:14][CH2:13][CH:12]([C@H:9]3[CH2:10][CH2:11][C@H:6]([NH2:5])[CH2:7][CH2:8]3)[O:25][C:24]2=1. The catalyst class is: 7. (4) Reactant: Br[C:2]1[CH:11]=[C:10]2[C:5]([C:6]([CH3:16])([CH3:15])[CH2:7][C:8](=[O:14])[N:9]2[CH2:12][CH3:13])=[CH:4][C:3]=1[CH3:17].[CH3:18][O:19][C:20]1[CH:25]=[CH:24][C:23]([CH:26]=[O:27])=[CH:22][C:21]=1B(O)O.C1(C)C=CC=CC=1.C([O-])([O-])=O.[K+].[K+]. Product: [CH2:12]([N:9]1[C:10]2[C:5](=[CH:4][C:3]([CH3:17])=[C:2]([C:21]3[CH:22]=[C:23]([CH:24]=[CH:25][C:20]=3[O:19][CH3:18])[CH:26]=[O:27])[CH:11]=2)[C:6]([CH3:16])([CH3:15])[CH2:7][C:8]1=[O:14])[CH3:13]. The catalyst class is: 461.